This data is from Full USPTO retrosynthesis dataset with 1.9M reactions from patents (1976-2016). The task is: Predict the reactants needed to synthesize the given product. (1) Given the product [C:14]([O:17][C:18](=[O:19])[NH:20][CH:21]1[CH2:26][CH2:25][N:24]([C:2]2[CH:3]=[C:4]([CH3:12])[C:5]([N+:9]([O-:11])=[O:10])=[C:6]([NH2:8])[CH:7]=2)[CH2:23][CH2:22]1)([CH3:16])([CH3:13])[CH3:15], predict the reactants needed to synthesize it. The reactants are: F[C:2]1[CH:3]=[C:4]([CH3:12])[C:5]([N+:9]([O-:11])=[O:10])=[C:6]([NH2:8])[CH:7]=1.[CH3:13][C:14]([O:17][C:18]([NH:20][CH:21]1[CH2:26][CH2:25][NH:24][CH2:23][CH2:22]1)=[O:19])([CH3:16])[CH3:15].C(N(C(C)C)CC)(C)C.C([O-])(O)=O.[Na+]. (2) The reactants are: Br[C:2]1[CH:3]=[C:4]([S:13][CH2:14][CH:15]2[CH2:20][CH2:19][CH2:18][CH2:17][CH2:16]2)[CH:5]=[C:6]([O:8][C:9]([F:12])([F:11])[F:10])[CH:7]=1.CN([CH:24]=[O:25])C. Given the product [CH:15]1([CH2:14][S:13][C:4]2[CH:3]=[C:2]([CH:7]=[C:6]([O:8][C:9]([F:12])([F:11])[F:10])[CH:5]=2)[CH:24]=[O:25])[CH2:20][CH2:19][CH2:18][CH2:17][CH2:16]1, predict the reactants needed to synthesize it. (3) The reactants are: [Li]CCCC.C(NC(C)C)(C)C.CN(P(N(C)C)(N(C)C)=O)C.[S:24]1[CH:28]=[CH:27][C:26]([C:29]([OH:31])=[O:30])=[CH:25]1.CON(C)[C:35]([C:37]1[CH:42]=[CH:41][N:40]=[CH:39][CH:38]=1)=[O:36]. Given the product [C:35]([C:25]1[S:24][CH:28]=[CH:27][C:26]=1[C:29]([OH:31])=[O:30])(=[O:36])[C:37]1[CH:42]=[CH:41][N:40]=[CH:39][CH:38]=1, predict the reactants needed to synthesize it. (4) The reactants are: [C:1]([CH2:3][CH2:4][C:5]1[C:6]([O:15]C)=[N:7][CH:8]=[C:9]([CH:14]=1)[C:10]([O:12][CH3:13])=[O:11])#[N:2].[Cl-].[NH+]1C=CC=CC=1.C1COCC1. Given the product [C:1]([CH2:3][CH2:4][C:5]1[C:6]([OH:15])=[N:7][CH:8]=[C:9]([CH:14]=1)[C:10]([O:12][CH3:13])=[O:11])#[N:2], predict the reactants needed to synthesize it. (5) The reactants are: [NH:1]1CCCN1C(O)=O.CC#N.[C:12]1([N:18]=[C:19]=[O:20])[CH:17]=[CH:16][CH:15]=[CH:14][CH:13]=1. Given the product [C:12]1([NH:18][C:19]([NH2:1])=[O:20])[CH:17]=[CH:16][CH:15]=[CH:14][CH:13]=1, predict the reactants needed to synthesize it. (6) Given the product [CH3:15][N:16]([CH3:18])[CH:17]=[CH:11][C:10]([C:3]1[CH:4]=[CH:5][C:6]([O:8][CH3:9])=[CH:7][C:2]=1[OH:1])=[O:12], predict the reactants needed to synthesize it. The reactants are: [OH:1][C:2]1[CH:7]=[C:6]([O:8][CH3:9])[CH:5]=[CH:4][C:3]=1[C:10](=[O:12])[CH3:11].CO[CH:15](OC)[N:16]([CH3:18])[CH3:17]. (7) Given the product [CH:13]([NH:16][C:17]1[N:2]([CH3:1])[C:3]2[CH:8]=[CH:7][C:6]([N+:9]([O-:11])=[O:10])=[CH:5][C:4]=2[N:12]=1)([CH3:15])[CH3:14], predict the reactants needed to synthesize it. The reactants are: [CH3:1][NH:2][C:3]1[C:4]([NH2:12])=[CH:5][C:6]([N+:9]([O-:11])=[O:10])=[CH:7][CH:8]=1.[CH:13]([N:16]=[C:17]=S)([CH3:15])[CH3:14].CC1C=CC(S([O-])(=O)=O)=CC=1.C[N+]1(CCN=C=NC2CCCCC2)CCOCC1.